This data is from Reaction yield outcomes from USPTO patents with 853,638 reactions. The task is: Predict the reaction yield, written as a fraction of the theoretical maximum amount of product (1.0 means a 100% yield; for example, 0.34 means a 34% yield). The reactants are [Cl:1][C:2]1[CH:7]=[CH:6][C:5]([CH2:8][N:9]2[C:17](=[O:18])[C:16]3[C:11](=[CH:12][CH:13]=[CH:14][CH:15]=3)[C:10]2=[O:19])=[CH:4][C:3]=1[OH:20].[Cl:21][C:22]1[CH:23]=[C:24]([CH:27]=[C:28](F)[CH:29]=1)[C:25]#[N:26].C([O-])([O-])=O.[K+].[K+].C(O)(=O)CC(CC(O)=O)(C(O)=O)O. The catalyst is CCOC(C)=O.CN1C(=O)CCC1. The product is [Cl:21][C:22]1[CH:23]=[C:24]([CH:27]=[C:28]([O:20][C:3]2[CH:4]=[C:5]([CH2:8][N:9]3[C:17](=[O:18])[C:16]4[C:11](=[CH:12][CH:13]=[CH:14][CH:15]=4)[C:10]3=[O:19])[CH:6]=[CH:7][C:2]=2[Cl:1])[CH:29]=1)[C:25]#[N:26]. The yield is 0.810.